This data is from Experimentally validated miRNA-target interactions with 360,000+ pairs, plus equal number of negative samples. The task is: Binary Classification. Given a miRNA mature sequence and a target amino acid sequence, predict their likelihood of interaction. (1) The miRNA is hsa-miR-6772-5p with sequence UGGGUGUAGGCUGGAGCUGAGG. The protein sequence of the target gene is MDDEEETYRLWKIRKTIMQLCHDRGYLVTQDELDQTLEEFKAQSGDKPSEGRPRRTDLTVLVAHNDDPTDQMFVFFPEEPKVGIKTIKVYCQRMQEENITRALIVVQQGMTPSAKQSLVDMAPKYILEQFLQQELLINITEHELVPEHVVMTKEEVTELLARYKLRENQLPRIQAGDPVARYFGIKRGQVVKIIRPSETAGRYITYRLVQ. Result: 0 (no interaction). (2) The protein sequence of the target gene is MQYPAATAEGLSGPLSGAYTLPAFKFQPRRESIDWRRISAVDVDRVARELDVATLQENIAGVTFCNLDGEVCNHCRQPVDPVLLKVLRLAQLIIEYLLHCQDCLSASVAQLEARLQASLGQQQRGQQELGRQADELKGVREESRRRRKMISTLQQLLLQTSAHSYHTCHLCDKTFMNATFLRGHIQRRHAGMADVGKQKQEQPLGEVLEELRAKLKWTQGELEAQREAERQRQVQELEMARQREMEAKKKFDEWKEKERSKLYGEIDKLKQLFWDEFKTVANQNSTLEEKLKALQSYSMT.... Result: 1 (interaction). The miRNA is mmu-miR-1896 with sequence CUCUCUGAUGGUGGGUGAGGAG. (3) The miRNA is hsa-miR-5196-3p with sequence UCAUCCUCGUCUCCCUCCCAG. The protein sequence of the target gene is MSAEVPEAASAEEQKEMEDKVTSPEKAEEAKLKARYPHLGQKPGGSDFLRKRLQKGQKYFDSGDYNMAKAKMKNKQLPAAAPDKTEVTGDHIPTPQDLPQRKPSLVASKLAG. Result: 0 (no interaction). (4) The miRNA is hsa-miR-7-1-3p with sequence CAACAAAUCACAGUCUGCCAUA. The protein sequence of the target gene is MSRPQGLLWLPLLFTPVCVMLNSNVLLWLTALAIKFTLIDSQAQYPVVNTNYGKIRGLRTPLPNEILGPVEQYLGVPYASPPTGERRFQPPEPPSSWTGIRNTTQFAAVCPQHLDERSLLHDMLPIWFTANLDTLMTYVQDQNEDCLYLNIYVPTEDDIHDQNSKKPVMVYIHGGSYMEGTGNMIDGSILASYGNVIVITINYRLGILGFLSTGDQAAKGNYGLLDQIQALRWIEENVGAFGGDPKRVTIFGSGAGASCVSLLTLSHYSEGLFQKAIIQSGTALSSWAVNYQPAKYTRIL.... Result: 1 (interaction).